From a dataset of Forward reaction prediction with 1.9M reactions from USPTO patents (1976-2016). Predict the product of the given reaction. (1) Given the reactants [NH:1]1[CH2:5][CH2:4][C@@H:3]([OH:6])[CH2:2]1.C(=O)([O-])[O-].[K+].[K+].[NH2:13][C:14]1[C:19]([S:20](Cl)(=[O:22])=[O:21])=[CH:18][C:17]([Br:24])=[CH:16][N:15]=1.C(=O)(O)[O-].[Na+], predict the reaction product. The product is: [NH2:13][C:14]1[C:19]([S:20]([N:1]2[CH2:5][CH2:4][C@@H:3]([OH:6])[CH2:2]2)(=[O:22])=[O:21])=[CH:18][C:17]([Br:24])=[CH:16][N:15]=1. (2) Given the reactants [OH:1][C:2]1[CH:9]=[CH:8][C:7]([S:10]([CH3:13])(=[O:12])=[O:11])=[CH:6][C:3]=1[CH:4]=O.[C:14]([O:18][CH2:19][C:20]1[CH:25]=[CH:24][CH:23]=[CH:22][CH:21]=1)(=[O:17])[CH:15]=[CH2:16].C1N2CCN(CC2)C1.CCOC(C)=O, predict the reaction product. The product is: [CH3:13][S:10]([C:7]1[CH:6]=[C:3]2[C:2](=[CH:9][CH:8]=1)[O:1][CH2:16][C:15]([C:14]([O:18][CH2:19][C:20]1[CH:25]=[CH:24][CH:23]=[CH:22][CH:21]=1)=[O:17])=[CH:4]2)(=[O:12])=[O:11]. (3) Given the reactants [CH3:1][S:2][C:3]1[N:4]=[CH:5][C:6]2[C:15](=[O:16])[N:14]([C:17]3[CH:18]=[C:19]([CH:24]=[CH:25][CH:26]=3)[C:20]([NH:22][NH2:23])=[O:21])[CH2:13][C@H:12]3[N:8]([CH2:9][CH2:10][CH2:11]3)[C:7]=2[N:27]=1.C(N(CC)CC)C.[F:35][C:36]([F:41])([F:40])[C:37](O)=[O:38], predict the reaction product. The product is: [CH3:1][S:2][C:3]1[N:4]=[CH:5][C:6]2[C:15](=[O:16])[N:14]([C:17]3[CH:18]=[C:19]([CH:24]=[CH:25][CH:26]=3)[C:20]([NH:22][NH:23][C:37](=[O:38])[C:36]([F:41])([F:40])[F:35])=[O:21])[CH2:13][C@H:12]3[N:8]([CH2:9][CH2:10][CH2:11]3)[C:7]=2[N:27]=1. (4) Given the reactants [CH3:1][O:2][C:3]1[CH:4]=[C:5]([NH:13][C:14]2[N:15]=[N:16][C:17]([CH:20]([NH:22][C:23]([C:25]3[CH:26]=[C:27]([CH:32]=[CH:33][CH:34]=3)[C:28]([O:30][CH3:31])=[O:29])=O)[CH3:21])=[CH:18][N:19]=2)[CH:6]=[C:7]([O:11][CH3:12])[C:8]=1[O:9][CH3:10].N1C=NC=N1.P(Cl)(Cl)(Cl)=O, predict the reaction product. The product is: [CH3:21][C:20]1[N:22]=[C:23]([C:25]2[CH:26]=[C:27]([CH:32]=[CH:33][CH:34]=2)[C:28]([O:30][CH3:31])=[O:29])[N:16]2[C:17]=1[CH:18]=[N:19][C:14]([NH:13][C:5]1[CH:4]=[C:3]([O:2][CH3:1])[C:8]([O:9][CH3:10])=[C:7]([O:11][CH3:12])[CH:6]=1)=[N:15]2. (5) Given the reactants [N:1]1[C:10]2[C:5](=[CH:6][CH:7]=[CH:8][CH:9]=2)[CH:4]=[CH:3][C:2]=1[CH2:11][NH2:12].[C:13](OC(OC(C)(C)C)=O)(OC(C)(C)C)=O.[H-].[Na+].IC, predict the reaction product. The product is: [CH3:13][NH:12][CH2:11][C:2]1[CH:3]=[CH:4][C:5]2[C:10](=[CH:9][CH:8]=[CH:7][CH:6]=2)[N:1]=1.